Task: Predict the reaction yield, written as a fraction of the theoretical maximum amount of product (1.0 means a 100% yield; for example, 0.34 means a 34% yield).. Dataset: Reaction yield outcomes from USPTO patents with 853,638 reactions (1) The reactants are [CH3:1][O:2][C:3]([NH:5][C@@H:6]([CH:52]([CH3:54])[CH3:53])[C:7]([N:9]1[CH2:13][C@@H:12]([CH2:14][O:15][CH3:16])[CH2:11][C@H:10]1[C:17]1[NH:18][C:19]([C:22]2[CH:27]=[CH:26][C:25]([C:28]3[CH:33]=[CH:32][C:31]([C:34]4[NH:38][C:37]([C@@H:39]5[CH2:43][C@H:42]([CH3:44])[CH2:41][N:40]5C(OC(C)(C)C)=O)=[N:36][CH:35]=4)=[CH:30][CH:29]=3)=[CH:24][CH:23]=2)=[CH:20][N:21]=1)=[O:8])=[O:4].Cl.[C:56]([O:60][C:61]([NH:63][C@H:64]([C:68]1[CH:73]=[CH:72][CH:71]=[CH:70][CH:69]=1)[C:65]([OH:67])=O)=[O:62])([CH3:59])([CH3:58])[CH3:57].CCOC(C(C#N)=NOC(N1CCOCC1)=[N+](C)C)=O.F[P-](F)(F)(F)(F)F.CCN(C(C)C)C(C)C. The catalyst is C(Cl)Cl.CCOC(C)=O.CN(C=O)C.CO. The product is [CH3:1][O:2][C:3]([NH:5][C@@H:6]([CH:52]([CH3:54])[CH3:53])[C:7]([N:9]1[CH2:13][C@@H:12]([CH2:14][O:15][CH3:16])[CH2:11][C@H:10]1[C:17]1[NH:18][C:19]([C:22]2[CH:23]=[CH:24][C:25]([C:28]3[CH:33]=[CH:32][C:31]([C:34]4[NH:38][C:37]([C@@H:39]5[CH2:43][C@H:42]([CH3:44])[CH2:41][N:40]5[C:65](=[O:67])[C@H:64]([NH:63][C:61](=[O:62])[O:60][C:56]([CH3:57])([CH3:58])[CH3:59])[C:68]5[CH:73]=[CH:72][CH:71]=[CH:70][CH:69]=5)=[N:36][CH:35]=4)=[CH:30][CH:29]=3)=[CH:26][CH:27]=2)=[CH:20][N:21]=1)=[O:8])=[O:4]. The yield is 0.740. (2) The reactants are [NH2:1][C:2]1[CH:7]=[CH:6][CH:5]=[CH:4][C:3]=1[NH:8][CH2:9][C:10]1[CH:24]=[CH:23][C:13]([CH2:14][NH:15]C(=O)OC(C)(C)C)=[CH:12][CH:11]=1.[OH-:25].[K+]. The catalyst is Cl. The product is [NH2:15][CH2:14][C:13]1[CH:23]=[CH:24][C:10]([C:9]([NH:8][C:3]2[CH:4]=[CH:5][CH:6]=[CH:7][C:2]=2[NH2:1])=[O:25])=[CH:11][CH:12]=1. The yield is 0.870. (3) The reactants are C[O:2][C:3]([C@H:5]1[CH2:10][CH2:9][C@H:8]([CH2:11][N:12]2[C:21](=[O:22])[C:20]3[C:15](=[CH:16][CH:17]=[CH:18][CH:19]=3)[NH:14][C:13]2=[O:23])[CH2:7][CH2:6]1)=[O:4].[Li+].[OH-]. The catalyst is C1COCC1.O. The product is [O:23]=[C:13]1[N:12]([CH2:11][C@H:8]2[CH2:7][CH2:6][C@H:5]([C:3]([OH:4])=[O:2])[CH2:10][CH2:9]2)[C:21](=[O:22])[C:20]2[C:15](=[CH:16][CH:17]=[CH:18][CH:19]=2)[NH:14]1. The yield is 0.790. (4) The reactants are N1C=CC=CC=1.[CH2:7]([C:9]([C:34]1[CH:39]=[CH:38][C:37]([OH:40])=[C:36]([CH3:41])[CH:35]=1)([C:12]1[CH:17]=[CH:16][C:15]([C:18]#[C:19][C:20]([O:29]COC)([C:25]([F:28])([F:27])[F:26])[C:21]([F:24])([F:23])[F:22])=[C:14]([CH3:33])[CH:13]=1)[CH2:10][CH3:11])[CH3:8].FC(F)(F)S(OS(C(F)(F)F)(=O)=O)(=O)=O.O. The catalyst is ClCCl. The product is [CH2:7]([C:9]([C:34]1[CH:39]=[CH:38][C:37]([OH:40])=[C:36]([CH3:41])[CH:35]=1)([C:12]1[CH:17]=[CH:16][C:15]([C:18]#[C:19][C:20]([OH:29])([C:25]([F:26])([F:27])[F:28])[C:21]([F:24])([F:23])[F:22])=[C:14]([CH3:33])[CH:13]=1)[CH2:10][CH3:11])[CH3:8]. The yield is 0.860. (5) The reactants are [ClH:1].[N:2]1([CH2:8][CH2:9][N:10]2[CH2:15][C:14]3[CH:16]=[C:17](/[CH:20]=[CH:21]/[C:22]([OH:24])=O)[CH:18]=[N:19][C:13]=3[NH:12][C:11]2=[O:25])[CH2:7][CH2:6][O:5][CH2:4][CH2:3]1.Cl.[CH3:27][N:28]1CC2C=C(/C=C/C(O)=O)C=NC=2NC(=O)C1.[CH2:45]([O:47][C:48]1[C:56]([O:57][CH3:58])=[CH:55][CH:54]=[CH:53][C:49]=1[CH2:50]CN)[CH3:46].CNCC1C=CC2C(=CC=CC=2)C=1CCC. No catalyst specified. The product is [ClH:1].[CH2:45]([O:47][C:48]1[C:56]([O:57][CH3:58])=[CH:55][CH:54]=[CH:53][C:49]=1[CH2:50][N:28]([CH3:27])[C:22](=[O:24])/[CH:21]=[CH:20]/[C:17]1[CH:18]=[N:19][C:13]2[NH:12][C:11](=[O:25])[N:10]([CH2:9][CH2:8][N:2]3[CH2:3][CH2:4][O:5][CH2:6][CH2:7]3)[CH2:15][C:14]=2[CH:16]=1)[CH3:46]. The yield is 0.370.